Task: Predict the reaction yield, written as a fraction of the theoretical maximum amount of product (1.0 means a 100% yield; for example, 0.34 means a 34% yield).. Dataset: Reaction yield outcomes from USPTO patents with 853,638 reactions (1) The reactants are [CH3:1][O:2][N:3]=[CH:4][C:5]1[CH:10]=[CH:9][C:8]([F:11])=[CH:7][C:6]=1[F:12].C([BH3-])#N.[Na+]. No catalyst specified. The product is [F:12][C:6]1[CH:7]=[C:8]([F:11])[CH:9]=[CH:10][C:5]=1[CH2:4][NH:3][O:2][CH3:1]. The yield is 0.720. (2) The reactants are [C:1]1([C:10]2[CH:15]=[CH:14][CH:13]=[CH:12][CH:11]=2)[CH:6]=[CH:5][C:4](B(O)O)=[CH:3][CH:2]=1.[CH3:16][C:17]1[CH:21]=[C:20]([C:22]([O:24][CH2:25][CH3:26])=[O:23])[NH:19][N:18]=1.N1C=CC=CC=1. The catalyst is C(Cl)Cl.C([O-])(=O)C.[Cu+2].C([O-])(=O)C. The product is [CH3:16][C:17]1[CH:21]=[C:20]([C:22]([O:24][CH2:25][CH3:26])=[O:23])[N:19]([C:4]2[CH:5]=[CH:6][C:1]([C:10]3[CH:15]=[CH:14][CH:13]=[CH:12][CH:11]=3)=[CH:2][CH:3]=2)[N:18]=1. The yield is 0.260. (3) The reactants are C[O:2][C:3]1[CH:4]=[CH:5][C:6]2[N:29]([CH:30]=1)[C:9]1[N:10]([C:20]3[CH:25]=[CH:24][C:23]([N+:26]([O-:28])=[O:27])=[CH:22][CH:21]=3)[C:11](=[O:19])[C:12]3[C:17]([C:8]=1[N:7]=2)=[C:16]([CH3:18])[CH:15]=[CH:14][CH:13]=3.Br. No catalyst specified. The product is [OH:2][C:3]1[CH:4]=[CH:5][C:6]2[N:29]([CH:30]=1)[C:9]1[N:10]([C:20]3[CH:25]=[CH:24][C:23]([N+:26]([O-:28])=[O:27])=[CH:22][CH:21]=3)[C:11](=[O:19])[C:12]3[C:17]([C:8]=1[N:7]=2)=[C:16]([CH3:18])[CH:15]=[CH:14][CH:13]=3. The yield is 0.170.